Dataset: Catalyst prediction with 721,799 reactions and 888 catalyst types from USPTO. Task: Predict which catalyst facilitates the given reaction. (1) Reactant: [CH2:1]([N:3]([CH2:28][CH3:29])[CH2:4][CH2:5][O:6][C:7]1[CH:8]=[CH:9][C:10]2[C:14]3[CH:15]=[CH:16][C:17]([O:19][CH2:20][CH2:21][N:22]([CH2:25][CH3:26])[CH2:23][CH3:24])=[CH:18][C:13]=3[S:12][C:11]=2[CH:27]=1)[CH3:2].[ClH:30].O1CCOCC1. Product: [ClH:30].[ClH:30].[CH2:28]([N:3]([CH2:1][CH3:2])[CH2:4][CH2:5][O:6][C:7]1[CH:8]=[CH:9][C:10]2[C:14]3[CH:15]=[CH:16][C:17]([O:19][CH2:20][CH2:21][N:22]([CH2:25][CH3:26])[CH2:23][CH3:24])=[CH:18][C:13]=3[S:12][C:11]=2[CH:27]=1)[CH3:29]. The catalyst class is: 336. (2) Reactant: C([O:3][C:4](=[O:44])[C:5]1[CH:10]=[CH:9][C:8]([CH2:11][CH2:12][CH2:13][N:14]2[C@@H:18]([CH2:19][OH:20])[C@H:17]([C:21]3[CH:26]=[CH:25][CH:24]=[C:23]([Cl:27])[C:22]=3[F:28])[C@:16]([C:31]3[CH:36]=[CH:35][C:34]([Cl:37])=[CH:33][C:32]=3[F:38])([C:29]#[N:30])[C@@H:15]2[CH2:39][C:40]([CH3:43])([CH3:42])[CH3:41])=[CH:7][CH:6]=1)C.[OH-].[K+]. The catalyst class is: 8. Product: [Cl:27][C:23]1[C:22]([F:28])=[C:21]([C@H:17]2[C@H:18]([CH2:19][OH:20])[N:14]([CH2:13][CH2:12][CH2:11][C:8]3[CH:9]=[CH:10][C:5]([C:4]([OH:44])=[O:3])=[CH:6][CH:7]=3)[C@@H:15]([CH2:39][C:40]([CH3:43])([CH3:42])[CH3:41])[C@@:16]2([C:31]2[CH:36]=[CH:35][C:34]([Cl:37])=[CH:33][C:32]=2[F:38])[C:29]#[N:30])[CH:26]=[CH:25][CH:24]=1. (3) Reactant: [C:1]([NH:6][NH:7][C:8]1[N:17]=[C:16]([Cl:18])[CH:15]=[CH:14][C:9]=1[C:10]([O:12][CH3:13])=[O:11])(=O)[CH:2]([CH3:4])[CH3:3]. Product: [CH:2]([C:1]1[N:17]2[C:16]([Cl:18])=[CH:15][CH:14]=[C:9]([C:10]([O:12][CH3:13])=[O:11])[C:8]2=[N:7][N:6]=1)([CH3:4])[CH3:3]. The catalyst class is: 286. (4) Reactant: [BH4-].[Na+].[Te].Br[C:5]1(Br)[CH2:9][CH:8]([C:10]2[CH:11]=[N:12][CH:13]=[C:14]([Br:16])[CH:15]=2)[NH:7][C:6]1=[O:17]. Product: [Br:16][C:14]1[CH:15]=[C:10]([CH:8]2[NH:7][C:6](=[O:17])[CH2:5][CH2:9]2)[CH:11]=[N:12][CH:13]=1. The catalyst class is: 8.